From a dataset of Reaction yield outcomes from USPTO patents with 853,638 reactions. Predict the reaction yield, written as a fraction of the theoretical maximum amount of product (1.0 means a 100% yield; for example, 0.34 means a 34% yield). The reactants are [I:1][C:2]1[CH:3]=[C:4]([C:8]2[O:12][N:11]=[C:10]([CH2:13][OH:14])[CH:9]=2)[CH:5]=[CH:6][CH:7]=1.[Cr](Cl)([O-])(=O)=O.[NH+]1C=CC=CC=1. The catalyst is C(Cl)Cl.C(OCC)(=O)C. The product is [I:1][C:2]1[CH:3]=[C:4]([C:8]2[O:12][N:11]=[C:10]([CH:13]=[O:14])[CH:9]=2)[CH:5]=[CH:6][CH:7]=1. The yield is 0.830.